Task: Regression. Given two drug SMILES strings and cell line genomic features, predict the synergy score measuring deviation from expected non-interaction effect.. Dataset: NCI-60 drug combinations with 297,098 pairs across 59 cell lines Drug 1: CS(=O)(=O)C1=CC(=C(C=C1)C(=O)NC2=CC(=C(C=C2)Cl)C3=CC=CC=N3)Cl. Drug 2: CC=C1C(=O)NC(C(=O)OC2CC(=O)NC(C(=O)NC(CSSCCC=C2)C(=O)N1)C(C)C)C(C)C. Cell line: M14. Synergy scores: CSS=37.7, Synergy_ZIP=-3.30, Synergy_Bliss=-4.26, Synergy_Loewe=-52.6, Synergy_HSA=-7.03.